This data is from HIV replication inhibition screening data with 41,000+ compounds from the AIDS Antiviral Screen. The task is: Binary Classification. Given a drug SMILES string, predict its activity (active/inactive) in a high-throughput screening assay against a specified biological target. (1) The molecule is O=[N+]([O-])c1cc2c(c3nonc13)OCCCCO2. The result is 0 (inactive). (2) The drug is CC(CC(O)(C(F)(F)F)C(F)(F)F)=NNC(N)=S. The result is 0 (inactive). (3) The compound is O=C1C2c3[nH]c4ccccc4c3C3CCC(c4ccccc4)CC3C2C(=O)N1c1ccccc1. The result is 0 (inactive). (4) The compound is CCCc1c(O)nc2ccccc2c1O. The result is 0 (inactive).